This data is from Reaction yield outcomes from USPTO patents with 853,638 reactions. The task is: Predict the reaction yield, written as a fraction of the theoretical maximum amount of product (1.0 means a 100% yield; for example, 0.34 means a 34% yield). (1) The reactants are [F:1][CH2:2][CH2:3][N:4]([CH3:12])[C:5]1[CH:10]=[CH:9][N:8]=[C:7]([NH2:11])[CH:6]=1.Br[CH2:14][C:15]([C:17]1[CH:22]=[CH:21][C:20]([CH3:23])=[CH:19][CH:18]=1)=O. No catalyst specified. The product is [F:1][CH2:2][CH2:3][N:4]([C:5]1[CH:10]=[CH:9][N:8]2[CH:14]=[C:15]([C:17]3[CH:22]=[CH:21][C:20]([CH3:23])=[CH:19][CH:18]=3)[N:11]=[C:7]2[CH:6]=1)[CH3:12]. The yield is 0.170. (2) The reactants are [Br:1][C:2]1[CH:3]=[N:4][C:5](Cl)=[N:6][CH:7]=1.[C:9]([O:13][C:14]([N:16]1[CH2:21][CH2:20][NH:19][CH2:18][CH2:17]1)=[O:15])([CH3:12])([CH3:11])[CH3:10].C(=O)([O-])[O-].[K+].[K+]. The product is [Br:1][C:2]1[CH:3]=[N:4][C:5]([N:19]2[CH2:18][CH2:17][N:16]([C:14]([O:13][C:9]([CH3:12])([CH3:11])[CH3:10])=[O:15])[CH2:21][CH2:20]2)=[N:6][CH:7]=1. The catalyst is O1CCOCC1. The yield is 0.800. (3) The reactants are Br[C:2]1[C:3]([O:16][CH:17]2[CH2:19][CH2:18]2)=[C:4]2[C:9](=[CH:10][CH:11]=1)[N:8]([C:12](=[O:14])[CH3:13])[C@@H:7]([CH3:15])[CH2:6][CH2:5]2.[CH:20]1([N:23]2[CH:27]=[C:26](B3OC(C)(C)C(C)(C)O3)[CH:25]=[N:24]2)[CH2:22][CH2:21]1.C(=O)([O-])[O-].[K+].[K+]. The catalyst is C1C=CC(P(C2C=CC=CC=2)[C-]2C=CC=C2)=CC=1.C1C=CC(P(C2C=CC=CC=2)[C-]2C=CC=C2)=CC=1.Cl[Pd]Cl.[Fe+2].ClCCl.O1CCOCC1. The product is [CH:17]1([O:16][C:3]2[C:2]([C:26]3[CH:25]=[N:24][N:23]([CH:20]4[CH2:22][CH2:21]4)[CH:27]=3)=[CH:11][CH:10]=[C:9]3[C:4]=2[CH2:5][CH2:6][C@H:7]([CH3:15])[N:8]3[C:12](=[O:14])[CH3:13])[CH2:19][CH2:18]1. The yield is 0.190. (4) The reactants are [CH:1]1([CH2:4][O:5][NH:6][C:7]([C:9]2[C:27]([NH:28][C:29]3[CH:34]=[CH:33][C:32]([Br:35])=[CH:31][C:30]=3[CH3:36])=[C:26]([F:37])[C:12]3[N:13]=[CH:14][N:15]([CH2:16][CH2:17][CH2:18][CH2:19][N:20]4[CH2:25][CH2:24][S:23][CH2:22][CH2:21]4)[C:11]=3[CH:10]=2)=[O:8])[CH2:3][CH2:2]1.[OH2:38].CC(C)=O.C[OH:44].C[N+]1([O-])CCOCC1. The catalyst is S([O-])([O-])(=O)=S.[Na+].[Na+].C(OCC)(=O)C.[Os](=O)(=O)(=O)=O. The product is [CH:1]1([CH2:4][O:5][NH:6][C:7]([C:9]2[C:27]([NH:28][C:29]3[CH:34]=[CH:33][C:32]([Br:35])=[CH:31][C:30]=3[CH3:36])=[C:26]([F:37])[C:12]3[N:13]=[CH:14][N:15]([CH2:16][CH2:17][CH2:18][CH2:19][N:20]4[CH2:25][CH2:24][S:23](=[O:44])(=[O:38])[CH2:22][CH2:21]4)[C:11]=3[CH:10]=2)=[O:8])[CH2:3][CH2:2]1. The yield is 0.710. (5) The reactants are C([O:3][CH:4](OCC)[C:5]1[N:6]=[C:7]([C:17]2[C:21]([NH:22][C:23](=[O:32])[C:24]3[C:29]([F:30])=[CH:28][CH:27]=[CH:26][C:25]=3[F:31])=[CH:20][N:19]([CH2:33][C:34]3[CH:39]=[CH:38][C:37]([O:40][CH3:41])=[CH:36][CH:35]=3)[N:18]=2)[NH:8][C:9]=1[C:10]1[CH:15]=[CH:14][C:13]([F:16])=[CH:12][CH:11]=1)C.C1(C)C(S(O)(=O)=O)=CC=CC=1. The catalyst is CC(C)=O. The product is [F:30][C:29]1[CH:28]=[CH:27][CH:26]=[C:25]([F:31])[C:24]=1[C:23]([NH:22][C:21]1[C:17]([C:7]2[NH:8][C:9]([C:10]3[CH:15]=[CH:14][C:13]([F:16])=[CH:12][CH:11]=3)=[C:5]([CH:4]=[O:3])[N:6]=2)=[N:18][N:19]([CH2:33][C:34]2[CH:35]=[CH:36][C:37]([O:40][CH3:41])=[CH:38][CH:39]=2)[CH:20]=1)=[O:32]. The yield is 0.920. (6) The product is [Br:1][C:2]1[CH:7]=[CH:6][C:5]([N:8]2[C:12](=[O:13])[N:11]([CH2:21][N:15]3[CH2:20][CH2:19][O:18][CH2:17][CH2:16]3)[N:10]=[CH:9]2)=[C:4]([F:14])[CH:3]=1. The catalyst is C(O)C. The yield is 0.812. The reactants are [Br:1][C:2]1[CH:7]=[CH:6][C:5]([N:8]2[C:12](=[O:13])[NH:11][N:10]=[CH:9]2)=[C:4]([F:14])[CH:3]=1.[NH:15]1[CH2:20][CH2:19][O:18][CH2:17][CH2:16]1.[CH2:21]=O.